Dataset: Full USPTO retrosynthesis dataset with 1.9M reactions from patents (1976-2016). Task: Predict the reactants needed to synthesize the given product. (1) Given the product [CH3:10][O:9][C:6]1[CH:7]=[CH:8][C:3]([CH2:2][O:24][C:21]2[CH:22]=[CH:23][C:18]([NH2:17])=[C:19]([CH3:25])[CH:20]=2)=[CH:4][CH:5]=1, predict the reactants needed to synthesize it. The reactants are: Cl[CH2:2][C:3]1[CH:8]=[CH:7][C:6]([O:9][CH3:10])=[CH:5][CH:4]=1.C(=O)([O-])[O-].[Cs+].[Cs+].[NH2:17][C:18]1[CH:23]=[CH:22][C:21]([OH:24])=[CH:20][C:19]=1[CH3:25]. (2) Given the product [ClH:38].[Cl:38][C:36]1[CH:35]=[CH:34][C:32]2[CH:33]=[C:28]([S:25]([N:22]3[CH2:23][CH2:24][N:19]([CH2:18][C:11]4([C:14]([O:16][CH3:17])=[O:15])[CH2:12][CH2:13][NH:8][CH2:9][CH2:10]4)[C:20](=[O:39])[CH2:21]3)(=[O:27])=[O:26])[CH2:29][O:30][C:31]=2[CH:37]=1, predict the reactants needed to synthesize it. The reactants are: C(OC([N:8]1[CH2:13][CH2:12][C:11]([CH2:18][N:19]2[CH2:24][CH2:23][N:22]([S:25]([C:28]3[CH2:29][O:30][C:31]4[CH:37]=[C:36]([Cl:38])[CH:35]=[CH:34][C:32]=4[CH:33]=3)(=[O:27])=[O:26])[CH2:21][C:20]2=[O:39])([C:14]([O:16][CH3:17])=[O:15])[CH2:10][CH2:9]1)=O)(C)(C)C.Cl. (3) Given the product [Br:2][C:3]1[N:7]([CH2:8][C:18]([CH2:17][CH2:16][C:15]([F:14])([F:23])[F:24])([C:19]#[N:20])[C:21]#[N:22])[N:6]=[C:5]([C:10]([CH3:13])([CH3:12])[CH3:11])[N:4]=1, predict the reactants needed to synthesize it. The reactants are: Cl.[Br:2][C:3]1[N:7]([CH2:8]Cl)[N:6]=[C:5]([C:10]([CH3:13])([CH3:12])[CH3:11])[N:4]=1.[F:14][C:15]([F:24])([F:23])[CH2:16][CH2:17][CH:18]([C:21]#[N:22])[C:19]#[N:20].C(=O)([O-])[O-].[K+].[K+].O. (4) Given the product [Br:1][C:2]1[CH:3]=[C:4]2[C:8](=[CH:9][CH:10]=1)[NH:7][C:6](=[O:11])/[C:5]/2=[CH:26]\[C:23]1[NH:22][C:21]([CH3:28])=[C:20]([C:18]([NH:17][CH2:16][CH2:15][N:14]([CH2:29][CH3:30])[CH2:12][CH3:13])=[O:19])[C:24]=1[CH3:25], predict the reactants needed to synthesize it. The reactants are: [Br:1][C:2]1[CH:3]=[C:4]2[C:8](=[CH:9][CH:10]=1)[NH:7][C:6](=[O:11])[CH2:5]2.[CH2:12]([N:14]([CH2:29][CH3:30])[CH2:15][CH2:16][NH:17][C:18]([C:20]1[C:24]([CH3:25])=[C:23]([CH:26]=O)[NH:22][C:21]=1[CH3:28])=[O:19])[CH3:13].N1CCCCC1.